This data is from Catalyst prediction with 721,799 reactions and 888 catalyst types from USPTO. The task is: Predict which catalyst facilitates the given reaction. (1) Reactant: [Cl:1][C:2]1[C:9]([Cl:10])=[CH:8][CH:7]=[CH:6][C:3]=1[CH:4]=[O:5].[N+:11]([O-])([OH:13])=[O:12].CC(CC(C1C(O)=CC(O)=C(CC=C(C)C)C=1[O-])=O)C.ClC1C(Cl)=CC([N+]([O-])=O)=CC=1C=O. Product: [Cl:1][C:2]1[C:9]([Cl:10])=[CH:8][CH:7]=[C:6]([N+:11]([O-:13])=[O:12])[C:3]=1[CH:4]=[O:5]. The catalyst class is: 445. (2) Reactant: [NH2:1][C:2]1[C:3]([NH:8][C:9]2[CH:16]=[CH:15][C:12]([C:13]#[N:14])=[C:11]([F:17])[CH:10]=2)=[N:4][CH:5]=[CH:6][CH:7]=1.[CH:18]1([NH:21][C:22](=[O:28])[C:23](OCC)=O)[CH2:20][CH2:19]1.CC(C)([O-])C.[K+].C(P1(=O)OP(=O)(CCC)OP(=O)(CCC)O1)CC.C(=O)(O)[O-].[Na+]. Product: [C:13]([C:12]1[CH:15]=[CH:16][C:9]([N:8]2[C:3]3=[N:4][CH:5]=[CH:6][CH:7]=[C:2]3[N:1]=[C:23]2[C:22]([NH:21][CH:18]2[CH2:20][CH2:19]2)=[O:28])=[CH:10][C:11]=1[F:17])#[N:14]. The catalyst class is: 264.